From a dataset of Reaction yield outcomes from USPTO patents with 853,638 reactions. Predict the reaction yield, written as a fraction of the theoretical maximum amount of product (1.0 means a 100% yield; for example, 0.34 means a 34% yield). (1) The reactants are [CH3:1][S:2]([C:5]1[CH:10]=[CH:9][C:8]([C:11]2[N:16]=[C:15]([C:17]([F:20])([F:19])[F:18])[N:14]=[C:13]([N:21]3[CH2:26][CH2:25][NH:24][CH2:23][CH2:22]3)[C:12]=2[C:27]2[CH:32]=[CH:31][CH:30]=[CH:29][CH:28]=2)=[CH:7][CH:6]=1)(=[O:4])=[O:3].[S:33]1[CH:37]=[CH:36][N:35]=[C:34]1[CH:38]=O.C(O[BH-](OC(=O)C)OC(=O)C)(=O)C.[Na+].C(O)(=O)C. The yield is 0.456. The product is [CH3:1][S:2]([C:5]1[CH:6]=[CH:7][C:8]([C:11]2[N:16]=[C:15]([C:17]([F:20])([F:19])[F:18])[N:14]=[C:13]([N:21]3[CH2:22][CH2:23][N:24]([CH2:38][C:34]4[S:33][CH:37]=[CH:36][N:35]=4)[CH2:25][CH2:26]3)[C:12]=2[C:27]2[CH:32]=[CH:31][CH:30]=[CH:29][CH:28]=2)=[CH:9][CH:10]=1)(=[O:4])=[O:3]. The catalyst is ClC(Cl)C.C(OCC)(=O)C.O. (2) The reactants are [CH3:1][C:2]1([CH3:28])[CH2:11][C:10]2[C:5](=[CH:6][CH:7]=[C:8]([C:12]([OH:14])=O)[CH:9]=2)[NH:4][CH:3]1[C:15]1[CH:20]=[C:19]([N:21]2[CH2:26][CH2:25][O:24][CH2:23][CH2:22]2)[CH:18]=[C:17]([CH3:27])[CH:16]=1.[CH3:29][S:30]([NH2:33])(=[O:32])=[O:31]. The catalyst is CN(C)C1C=CN=CC=1.ClCCl. The product is [CH3:28][C:2]1([CH3:1])[CH2:11][C:10]2[C:5](=[CH:6][CH:7]=[C:8]([C:12]([NH:33][S:30]([CH3:29])(=[O:32])=[O:31])=[O:14])[CH:9]=2)[NH:4][CH:3]1[C:15]1[CH:20]=[C:19]([N:21]2[CH2:22][CH2:23][O:24][CH2:25][CH2:26]2)[CH:18]=[C:17]([CH3:27])[CH:16]=1. The yield is 0.400. (3) The reactants are Cl[CH2:2][C:3]([NH:5][C:6]1[CH:7]=[CH:8][C:9]2[N:10]([CH3:19])[C:11]3[C:16]([C:17]=2[CH:18]=1)=[CH:15][CH:14]=[CH:13][CH:12]=3)=[O:4].[C:20]([O-:23])([O-])=O.[K+].[K+].O.C([O:30][CH2:31][CH3:32])(=O)C.C[N:34]([CH:36]=O)[CH3:35]. No catalyst specified. The product is [OH:30][C:31]1[C:32]([CH2:20][OH:23])=[C:36]([NH:34][CH:35]2[CH2:18][CH2:6][N:5]([CH2:2][C:3]([NH:5][C:6]3[CH:7]=[CH:8][C:9]4[N:10]([CH3:19])[C:11]5[C:16]([C:17]=4[CH:18]=3)=[CH:15][CH:14]=[CH:13][CH:12]=5)=[O:4])[CH2:3][CH2:2]2)[CH:7]=[CH:8][CH:9]=1. The yield is 0.700. (4) The reactants are [CH:1]12[C:9](=[C:10]([C:18]3[CH:23]=[CH:22][C:21](Br)=[CH:20][CH:19]=3)[C:11]3[CH:16]=[CH:15][C:14]([OH:17])=[CH:13][CH:12]=3)[CH:5]([CH2:6][CH2:7][CH2:8]1)[CH2:4][CH2:3][CH2:2]2.[C:25]([O:29][C:30]([CH3:33])([CH3:32])[CH3:31])(=[O:28])[CH:26]=[CH2:27].CC1C=CC=CC=1P(C1C=CC=CC=1C)C1C=CC=CC=1C.CCN(CC)CC. The catalyst is CC([O-])=O.CC([O-])=O.[Pd+2].CC#N. The product is [CH:1]12[C:9](=[C:10]([C:11]3[CH:16]=[CH:15][C:14]([OH:17])=[CH:13][CH:12]=3)[C:18]3[CH:23]=[CH:22][C:21](/[CH:27]=[CH:26]/[C:25]([O:29][C:30]([CH3:33])([CH3:32])[CH3:31])=[O:28])=[CH:20][CH:19]=3)[CH:5]([CH2:6][CH2:7][CH2:8]1)[CH2:4][CH2:3][CH2:2]2. The yield is 0.920. (5) The reactants are Br[C:2]1[C:3]([NH:9][CH:10]2[CH2:16][CH2:15][CH2:14][CH2:13][CH2:12][CH2:11]2)=[N:4][C:5]([Cl:8])=[N:6][CH:7]=1.[CH2:17]([OH:20])[C:18]#[CH:19].[F-].C([N+](CCCC)(CCCC)CCCC)CCC. The catalyst is C1COCC1.Cl[Pd](Cl)([P](C1C=CC=CC=1)(C1C=CC=CC=1)C1C=CC=CC=1)[P](C1C=CC=CC=1)(C1C=CC=CC=1)C1C=CC=CC=1. The product is [Cl:8][C:5]1[N:4]=[C:3]([NH:9][CH:10]2[CH2:16][CH2:15][CH2:14][CH2:13][CH2:12][CH2:11]2)[C:2]([C:19]#[C:18][CH2:17][OH:20])=[CH:7][N:6]=1. The yield is 0.560.